From a dataset of Full USPTO retrosynthesis dataset with 1.9M reactions from patents (1976-2016). Predict the reactants needed to synthesize the given product. (1) Given the product [ClH:27].[ClH:27].[C:1]1([C:7]2[N:8]=[C:9]([CH:12]3[CH2:17][CH2:16][NH:15][CH2:14][CH2:13]3)[S:10][CH:11]=2)[CH:2]=[CH:3][CH:4]=[CH:5][CH:6]=1, predict the reactants needed to synthesize it. The reactants are: [C:1]1([C:7]2[N:8]=[C:9]([CH:12]3[CH2:17][CH2:16][N:15](C(OC(C)(C)C)=O)[CH2:14][CH2:13]3)[S:10][CH:11]=2)[CH:6]=[CH:5][CH:4]=[CH:3][CH:2]=1.CO.[ClH:27]. (2) Given the product [CH3:13][O:14][C:2]1[N:7]=[C:6]([C:8]([O:10][CH3:11])=[O:9])[CH:5]=[C:4]([CH3:12])[N:3]=1, predict the reactants needed to synthesize it. The reactants are: Cl[C:2]1[N:7]=[C:6]([C:8]([O:10][CH3:11])=[O:9])[CH:5]=[C:4]([CH3:12])[N:3]=1.[CH3:13][O-:14].[Na+]. (3) Given the product [CH2:18]([C:25]1[S:29][C:28]([NH:30][C:13]([C:12]2[CH:11]=[CH:10][C:9]([NH:8][C:6](=[O:7])[O:5][C:1]([CH3:2])([CH3:3])[CH3:4])=[CH:17][CH:16]=2)=[O:15])=[N:27][N:26]=1)[C:19]1[CH:20]=[CH:21][CH:22]=[CH:23][CH:24]=1, predict the reactants needed to synthesize it. The reactants are: [C:1]([O:5][C:6]([NH:8][C:9]1[CH:17]=[CH:16][C:12]([C:13]([OH:15])=O)=[CH:11][CH:10]=1)=[O:7])([CH3:4])([CH3:3])[CH3:2].[CH2:18]([C:25]1[S:29][C:28]([NH2:30])=[N:27][N:26]=1)[C:19]1[CH:24]=[CH:23][CH:22]=[CH:21][CH:20]=1.Cl.C(N=C=NCCCN(C)C)C.OC1C2N=NNC=2C=CC=1.C(N(C(C)C)CC)(C)C. (4) Given the product [Cl:1][C:2]1[C:3]([F:31])=[C:4]([C@@H:8]2[C@:12]([C:15]3[CH:20]=[CH:19][C:18]([Cl:21])=[CH:17][C:16]=3[F:22])([C:13]#[N:14])[C@H:11]([CH2:23][C:24]([CH3:26])([CH3:25])[CH3:27])[NH:10][C@H:9]2[C:28]([N:68]2[CH2:69][CH2:70][N:65]([CH2:71][C:72]([NH2:74])=[O:73])[CH2:66][CH2:67]2)=[O:30])[CH:5]=[CH:6][CH:7]=1, predict the reactants needed to synthesize it. The reactants are: [Cl:1][C:2]1[C:3]([F:31])=[C:4]([CH:8]2[C:12]([C:15]3[CH:20]=[CH:19][C:18]([Cl:21])=[CH:17][C:16]=3[F:22])([C:13]#[N:14])[CH:11]([CH2:23][C:24]([CH3:27])([CH3:26])[CH3:25])[NH:10][CH:9]2[C:28]([OH:30])=O)[CH:5]=[CH:6][CH:7]=1.CN(C(ON1N=NC2C=CC=NC1=2)=[N+](C)C)C.F[P-](F)(F)(F)(F)F.CCN(C(C)C)C(C)C.[N:65]1([CH2:71][C:72]([NH2:74])=[O:73])[CH2:70][CH2:69][NH:68][CH2:67][CH2:66]1. (5) Given the product [CH3:6][NH:8][CH2:9][CH2:10][CH2:11][C:12]([N:40]1[CH2:39][CH2:38][C:37]2[CH:43]=[CH:44][C:34]([C:31]3[N:30]=[C:29]([C:26]4[CH:27]=[CH:28][C:21]([O:20][CH:18]([CH3:17])[CH3:19])=[C:22]([CH:25]=4)[C:23]#[N:24])[O:33][N:32]=3)=[CH:35][C:36]=2[CH2:42][CH2:41]1)=[O:13], predict the reactants needed to synthesize it. The reactants are: CC(O[C:6]([N:8](C)[CH2:9][CH2:10][CH2:11][C:12](O)=[O:13])=O)(C)C.Cl.[CH3:17][CH:18]([O:20][C:21]1[CH:28]=[CH:27][C:26]([C:29]2[O:33][N:32]=[C:31]([C:34]3[CH:44]=[CH:43][C:37]4[CH2:38][CH2:39][NH:40][CH2:41][CH2:42][C:36]=4[CH:35]=3)[N:30]=2)=[CH:25][C:22]=1[C:23]#[N:24])[CH3:19].CN(C(ON1N=NC2C=CC=NC1=2)=[N+](C)C)C.F[P-](F)(F)(F)(F)F.CCN(C(C)C)C(C)C.FC(F)(F)C(O)=O.